This data is from Forward reaction prediction with 1.9M reactions from USPTO patents (1976-2016). The task is: Predict the product of the given reaction. (1) Given the reactants Cl.[CH:2]([N:5]1[C:13]2[C:8](=[CH:9][C:10]([O:14][CH:15]3[CH2:20][CH2:19][N:18]([CH:21]([CH3:23])[CH3:22])[CH2:17][CH2:16]3)=[CH:11][CH:12]=2)[CH:7]=[C:6]1[C:24]([N:26]1[CH2:31][CH2:30][NH:29][CH2:28][CH2:27]1)=[O:25])([CH3:4])[CH3:3].[F:32][C:33]([F:39])([F:38])[S:34](Cl)(=[O:36])=[O:35], predict the reaction product. The product is: [CH:2]([N:5]1[C:13]2[C:8](=[CH:9][C:10]([O:14][CH:15]3[CH2:20][CH2:19][N:18]([CH:21]([CH3:23])[CH3:22])[CH2:17][CH2:16]3)=[CH:11][CH:12]=2)[CH:7]=[C:6]1[C:24]([N:26]1[CH2:27][CH2:28][N:29]([S:34]([C:33]([F:39])([F:38])[F:32])(=[O:36])=[O:35])[CH2:30][CH2:31]1)=[O:25])([CH3:3])[CH3:4]. (2) Given the reactants [CH3:1][C:2]1[N:3]=[N:4][N:5]([CH2:7][C:8]2[CH:13]=[C:12]([C:14]([F:17])([F:16])[F:15])[CH:11]=[CH:10][C:9]=2/[CH:18]=[CH:19]/[C:20](O)=[O:21])[N:6]=1.[CH3:23][C@H:24]1[NH:29][CH2:28][CH2:27][N:26]([C:30]([O:32][C:33]([CH3:36])([CH3:35])[CH3:34])=[O:31])[CH2:25]1, predict the reaction product. The product is: [CH3:23][C@H:24]1[N:29]([C:20](=[O:21])/[CH:19]=[CH:18]/[C:9]2[CH:10]=[CH:11][C:12]([C:14]([F:15])([F:16])[F:17])=[CH:13][C:8]=2[CH2:7][N:5]2[N:4]=[N:3][C:2]([CH3:1])=[N:6]2)[CH2:28][CH2:27][N:26]([C:30]([O:32][C:33]([CH3:35])([CH3:34])[CH3:36])=[O:31])[CH2:25]1. (3) Given the reactants [CH3:1][C:2]1[CH2:3][C:4]2[C:9]([CH:10]=1)=[CH:8][CH:7]=[CH:6][C:5]=2[S:11]C1C=CC=C2C=1CC(C)=C2.Br[C:23]1[CH:31]=[CH:30][CH:29]=[C:28]2[C:24]=1[CH2:25][CH:26]([CH3:33])[C:27]2=[O:32].[Li]CCCC.S(Cl)Cl.C1C[O:45]CC1, predict the reaction product. The product is: [CH3:33][CH:26]1[CH2:25][C:24]2[C:28](=[CH:29][CH:30]=[CH:31][C:23]=2[S:11][C:5]2[CH:6]=[CH:7][CH:8]=[C:9]3[C:4]=2[CH2:3][CH:2]([CH3:1])[C:10]3=[O:45])[C:27]1=[O:32]. (4) Given the reactants [CH3:1][N:2]1[CH:6]=[C:5]([S:7](Cl)(=[O:9])=[O:8])[N:4]=[C:3]1[CH3:11].[NH2:12][CH2:13][CH2:14][CH2:15][NH:16][C:17]1[CH:22]=[C:21]([C:23]2[CH:28]=[CH:27][CH:26]=[C:25]([CH3:29])[C:24]=2[CH3:30])[N:20]=[C:19]([NH2:31])[N:18]=1, predict the reaction product. The product is: [NH2:31][C:19]1[N:18]=[C:17]([NH:16][CH2:15][CH2:14][CH2:13][NH:12][S:7]([C:5]2[N:4]=[C:3]([CH3:11])[N:2]([CH3:1])[CH:6]=2)(=[O:9])=[O:8])[CH:22]=[C:21]([C:23]2[CH:28]=[CH:27][CH:26]=[C:25]([CH3:29])[C:24]=2[CH3:30])[N:20]=1. (5) The product is: [C:1]1([O:11][CH2:13][C:14]([O:16][CH2:17][CH3:18])=[O:15])[C:10]2[CH2:9][CH2:8][CH2:7][CH2:6][C:5]=2[CH:4]=[CH:3][CH:2]=1. Given the reactants [C:1]1([OH:11])[C:10]2[CH2:9][CH2:8][CH2:7][CH2:6][C:5]=2[CH:4]=[CH:3][CH:2]=1.Br[CH2:13][C:14]([O:16][CH2:17][CH3:18])=[O:15].C([O-])([O-])=O.[K+].[K+], predict the reaction product. (6) Given the reactants C(O[BH-](OC(=O)C)OC(=O)C)(=O)C.[Na+].[Br:15][C:16]1[C:17]([OH:24])=[C:18]([CH:21]=[CH:22][CH:23]=1)[CH:19]=O.[NH:25]1[CH2:30][CH2:29][O:28][CH2:27][CH2:26]1, predict the reaction product. The product is: [Br:15][C:16]1[CH:23]=[CH:22][CH:21]=[C:18]([CH2:19][N:25]2[CH2:30][CH2:29][O:28][CH2:27][CH2:26]2)[C:17]=1[OH:24]. (7) Given the reactants [Br:1][C:2]1[NH:3][C:4]2[C:9]([C:10]=1[CH2:11][CH:12]1[CH:16]([O:17][C:18](=[O:20])[CH3:19])[CH2:15][CH2:14][NH:13]1)=[CH:8][CH:7]=[CH:6][CH:5]=2.[NH:21]([C:32]([O:34][C:35]([CH3:38])([CH3:37])[CH3:36])=[O:33])[C@H:22]([C:29](O)=[O:30])[CH:23]1[CH2:28][CH2:27][CH2:26][CH2:25][CH2:24]1.CN(C(ON1N=NC2C=CC=NC1=2)=[N+](C)C)C.F[P-](F)(F)(F)(F)F.CCN(C(C)C)C(C)C, predict the reaction product. The product is: [Br:1][C:2]1[NH:3][C:4]2[C:9]([C:10]=1[CH2:11][CH:12]1[CH:16]([O:17][C:18](=[O:20])[CH3:19])[CH2:15][CH2:14][N:13]1[C:29](=[O:30])[CH:22]([NH:21][C:32]([O:34][C:35]([CH3:37])([CH3:36])[CH3:38])=[O:33])[CH:23]1[CH2:28][CH2:27][CH2:26][CH2:25][CH2:24]1)=[CH:8][CH:7]=[CH:6][CH:5]=2. (8) Given the reactants Cl[C:2]1[C:11]2[C:6](=[CH:7][CH:8]=[CH:9][CH:10]=2)[N:5]=[CH:4][C:3]=1[N+:12]([O-:14])=[O:13].[C:15]1([C:21]2[O:25][N:24]=[C:23]([CH2:26][NH2:27])[CH:22]=2)[CH:20]=[CH:19][CH:18]=[CH:17][CH:16]=1.C(N(CC)CC)C, predict the reaction product. The product is: [N+:12]([C:3]1[CH:4]=[N:5][C:6]2[C:11]([C:2]=1[NH:27][CH2:26][C:23]1[CH:22]=[C:21]([C:15]3[CH:16]=[CH:17][CH:18]=[CH:19][CH:20]=3)[O:25][N:24]=1)=[CH:10][CH:9]=[CH:8][CH:7]=2)([O-:14])=[O:13]. (9) Given the reactants [NH2:1][CH2:2][C:3]1[CH:8]=[CH:7][C:6]([CH2:9][S:10]([NH2:13])(=[O:12])=[O:11])=[CH:5][CH:4]=1.[C:14](O[C:14]([C:16]([F:19])([F:18])[F:17])=[O:15])([C:16]([F:19])([F:18])[F:17])=[O:15], predict the reaction product. The product is: [F:17][C:16]([F:19])([F:18])[C:14]([NH:1][CH2:2][C:3]1[CH:8]=[CH:7][C:6]([CH2:9][S:10](=[O:11])(=[O:12])[NH2:13])=[CH:5][CH:4]=1)=[O:15]. (10) Given the reactants [CH:1]1([C:4]#[CH:5])[CH2:3][CH2:2]1.[Cl:6][C:7]1[C:12]([F:13])=[C:11]([Cl:14])[N:10]=[C:9](S(C)(=O)=O)[N:8]=1, predict the reaction product. The product is: [Cl:6][C:7]1[C:12]([F:13])=[C:11]([Cl:14])[N:10]=[C:9]([C:5]#[C:4][CH:1]2[CH2:3][CH2:2]2)[N:8]=1.